Dataset: Full USPTO retrosynthesis dataset with 1.9M reactions from patents (1976-2016). Task: Predict the reactants needed to synthesize the given product. (1) Given the product [CH:1]1([N:4]2[C:8]3[C:9]([O:28][C@@H:29]([C@@H:31]4[CH2:35][C:34](=[O:36])[NH:33][CH2:32]4)[CH3:30])=[N:10][C:11]([C:13]4[CH:18]=[C:17]5[NH:19][C:20](=[O:27])[C:21]6([CH2:22][CH2:23][N:24]([CH2:43][C:44]([F:47])([F:46])[F:45])[CH2:25][CH2:26]6)[C:16]5=[CH:15][CH:14]=4)=[CH:12][C:7]=3[N:6]=[CH:5]2)[CH2:2][CH2:3]1.[C:43]([OH:27])([C:44]([F:47])([F:46])[F:45])=[O:42], predict the reactants needed to synthesize it. The reactants are: [CH:1]1([N:4]2[C:8]3[C:9]([O:28][C@@H:29]([C@@H:31]4[CH2:35][C:34](=[O:36])[NH:33][CH2:32]4)[CH3:30])=[N:10][C:11]([C:13]4[CH:18]=[C:17]5[NH:19][C:20](=[O:27])[C:21]6([CH2:26][CH2:25][NH:24][CH2:23][CH2:22]6)[C:16]5=[CH:15][CH:14]=4)=[CH:12][C:7]=3[N:6]=[CH:5]2)[CH2:3][CH2:2]1.FC(F)(F)S([O:42][CH2:43][C:44]([F:47])([F:46])[F:45])(=O)=O. (2) Given the product [Cl:37][C:34]1[S:33][C:32]([C:30]([NH:29][CH2:28][CH:26]2[O:25][C:24](=[O:38])[N:23]([C:20]3[CH:19]=[CH:18][C:17]([NH:16][S:5]([CH2:4][CH2:3][CH2:2][Cl:1])(=[O:7])=[O:6])=[CH:22][CH:21]=3)[CH2:27]2)=[O:31])=[CH:36][CH:35]=1, predict the reactants needed to synthesize it. The reactants are: [Cl:1][CH2:2][CH2:3][CH2:4][S:5](Cl)(=[O:7])=[O:6].C(N(CC)CC)C.[NH2:16][C:17]1[CH:22]=[CH:21][C:20]([N:23]2[CH2:27][CH:26]([CH2:28][NH:29][C:30]([C:32]3[S:33][C:34]([Cl:37])=[CH:35][CH:36]=3)=[O:31])[O:25][C:24]2=[O:38])=[CH:19][CH:18]=1. (3) Given the product [O:24]=[C:18]([NH:2][CH2:3][C:4](=[O:5])[C:6]1[CH:7]=[CH:8][C:9]([O:12][C:13]([F:14])([F:15])[F:16])=[CH:10][CH:11]=1)[C:19]([O:21][CH2:22][CH3:23])=[O:20], predict the reactants needed to synthesize it. The reactants are: Cl.[NH2:2][CH2:3][C:4]([C:6]1[CH:11]=[CH:10][C:9]([O:12][C:13]([F:16])([F:15])[F:14])=[CH:8][CH:7]=1)=[O:5].Cl[C:18](=[O:24])[C:19]([O:21][CH2:22][CH3:23])=[O:20].CCN(CC)CC. (4) Given the product [CH2:35]([C:11]1[N:10]=[C:9]([C:12]2[CH2:27][C:26]([C:24]3[CH:25]=[C:20]([Cl:19])[CH:21]=[C:22]([Cl:32])[CH:23]=3)([C:28]([F:29])([F:30])[F:31])[O:14][N:13]=2)[N:8]=[C:7]([C:15]([F:18])([F:16])[F:17])[C:6]=1[N:1]1[CH:5]=[N:4][CH:3]=[N:2]1)[CH3:36], predict the reactants needed to synthesize it. The reactants are: [N:1]1([C:6]2[C:7]([C:15]([F:18])([F:17])[F:16])=[N:8][C:9]([CH:12]=[N:13][OH:14])=[N:10][CH:11]=2)[CH:5]=[N:4][CH:3]=[N:2]1.[Cl:19][C:20]1[CH:25]=[C:24]([C:26]([C:28]([F:31])([F:30])[F:29])=[CH2:27])[CH:23]=[C:22]([Cl:32])[CH:21]=1.ClN1C(=O)C[CH2:36][C:35]1=O.C(=O)([O-])[O-].[K+].[K+]. (5) Given the product [CH3:3][C:4]1([CH3:14])[CH2:9][CH2:8][C:7](=[O:10])[CH2:6][C@@H:5]1[C:11]([O:13][CH3:15])=[O:12], predict the reactants needed to synthesize it. The reactants are: CI.[CH3:3][C:4]1([CH3:14])[CH2:9][CH2:8][C:7](=[O:10])[CH2:6][C@@H:5]1[C:11]([OH:13])=[O:12].[C:15]([O-])([O-])=O.[K+].[K+].